This data is from Reaction yield outcomes from USPTO patents with 853,638 reactions. The task is: Predict the reaction yield, written as a fraction of the theoretical maximum amount of product (1.0 means a 100% yield; for example, 0.34 means a 34% yield). (1) The reactants are C(O)(C(F)(F)F)=O.[C:8]([C:10]1[N:11]=[CH:12][C:13]([NH:16][C:17]2[CH:22]=[C:21]([NH:23][CH2:24][CH:25]3[CH2:30][CH2:29][N:28](C(OC(C)(C)C)=O)[CH2:27][CH2:26]3)[C:20]([C:38]#[C:39][C:40]([OH:43])([CH3:42])[CH3:41])=[CH:19][N:18]=2)=[N:14][CH:15]=1)#[N:9]. The catalyst is ClCCl. The product is [OH:43][C:40]([CH3:42])([CH3:41])[C:39]#[C:38][C:20]1[C:21]([NH:23][CH2:24][CH:25]2[CH2:26][CH2:27][NH:28][CH2:29][CH2:30]2)=[CH:22][C:17]([NH:16][C:13]2[N:14]=[CH:15][C:10]([C:8]#[N:9])=[N:11][CH:12]=2)=[N:18][CH:19]=1. The yield is 0.500. (2) The reactants are [N:1]1([C:7]([O:9][C:10]([CH3:13])([CH3:12])[CH3:11])=[O:8])[CH2:6][CH2:5][NH:4][CH2:3][CH2:2]1.[C:14]([O:20][CH2:21][CH3:22])(=[O:19])[CH2:15][C:16]([CH3:18])=O.[BH-](OC(C)=O)(OC(C)=O)OC(C)=O.[Na+]. The catalyst is C(Cl)Cl. The product is [CH2:21]([O:20][C:14](=[O:19])[CH2:15][CH:16]([N:4]1[CH2:5][CH2:6][N:1]([C:7]([O:9][C:10]([CH3:13])([CH3:12])[CH3:11])=[O:8])[CH2:2][CH2:3]1)[CH3:18])[CH3:22]. The yield is 0.630. (3) The reactants are C([O-])(=O)C.[Na+].[OH:6][C:7]1[C:12]([C:13]#[N:14])=[C:11]([C:15]([F:18])([F:17])[F:16])[CH:10]=[C:9]([CH3:19])[N:8]=1. The catalyst is [Pd].[Pt](=O)=O.C(O)(=O)C. The product is [NH2:14][CH2:13][C:12]1[C:7](=[O:6])[NH:8][C:9]([CH3:19])=[CH:10][C:11]=1[C:15]([F:16])([F:17])[F:18]. The yield is 0.400. (4) The reactants are Cl.Cl.[NH2:3][C:4]1[CH:5]=[C:6]([C:10]2([F:25])[CH2:15][CH2:14][N:13]([CH2:16][CH2:17][O:18][C:19]3[CH:24]=[CH:23][CH:22]=[CH:21][CH:20]=3)[CH2:12][CH2:11]2)[CH:7]=[CH:8][CH:9]=1.C(N(C(C)C)CC)(C)C.[CH3:35][C:36]1[CH:41]=[CH:40][C:39]([S:42]([Cl:45])(=[O:44])=[O:43])=[CH:38][CH:37]=1. The catalyst is C(Cl)Cl. The product is [ClH:45].[F:25][C:10]1([C:6]2[CH:5]=[C:4]([NH:3][S:42]([C:39]3[CH:40]=[CH:41][C:36]([CH3:35])=[CH:37][CH:38]=3)(=[O:44])=[O:43])[CH:9]=[CH:8][CH:7]=2)[CH2:11][CH2:12][N:13]([CH2:16][CH2:17][O:18][C:19]2[CH:20]=[CH:21][CH:22]=[CH:23][CH:24]=2)[CH2:14][CH2:15]1. The yield is 0.490. (5) The reactants are [C:1]([C:3]1[S:11][C:10]2[C:5](=[N:6][CH:7]=[CH:8][C:9]=2[O:12][C:13]2[CH:19]=[CH:18][C:16]([NH2:17])=[CH:15][C:14]=2[F:20])[CH:4]=1)#[CH:2].[N:21]1[CH:26]=[CH:25][CH:24]=C[CH:22]=1.ClC(OC1C=CC=CC=1)=[O:29].C1(N)CC1. The catalyst is C1COCC1.CCOC(C)=O.CCOCC.CN(C=O)C. The product is [CH:26]1([NH:21][C:22]([NH:17][C:16]2[CH:18]=[CH:19][C:13]([O:12][C:9]3[CH:8]=[CH:7][N:6]=[C:5]4[CH:4]=[C:3]([C:1]#[CH:2])[S:11][C:10]=34)=[C:14]([F:20])[CH:15]=2)=[O:29])[CH2:24][CH2:25]1. The yield is 0.760. (6) The reactants are [C:1]1([CH3:13])[CH:6]=[C:5]([CH3:7])[CH:4]=[C:3]([CH3:8])[C:2]=1S(Cl)(=O)=O.CCN(CC)CC.[N:21]1[CH:26]=[CH:25][CH:24]=[CH:23][C:22]=1[O:27][CH2:28][CH:29]([OH:32])[CH2:30][OH:31].O. The catalyst is CN(C1C=CN=CC=1)C.C1(C)C=CC=CC=1. The product is [C:1]1([CH3:13])[CH:6]=[C:5]([CH3:7])[CH:4]=[C:3]([CH3:8])[C:2]=1[O:31][CH2:30][CH:29]([OH:32])[CH2:28][O:27][C:22]1[CH:23]=[CH:24][CH:25]=[CH:26][N:21]=1. The yield is 0.710.